The task is: Predict the reactants needed to synthesize the given product.. This data is from Full USPTO retrosynthesis dataset with 1.9M reactions from patents (1976-2016). Given the product [OH:21][CH2:20][CH2:19][N:13]([C:4]1[CH:5]=[C:6]([CH:11]=[CH:12][C:3]=1[O:2][CH3:1])[C:7]([O:9][CH3:10])=[O:8])[S:14]([CH3:17])(=[O:16])=[O:15], predict the reactants needed to synthesize it. The reactants are: [CH3:1][O:2][C:3]1[CH:12]=[CH:11][C:6]([C:7]([O:9][CH3:10])=[O:8])=[CH:5][C:4]=1[NH:13][S:14]([CH3:17])(=[O:16])=[O:15].Br[CH2:19][CH2:20][OH:21].C([O-])([O-])=O.[K+].[K+].